Dataset: Reaction yield outcomes from USPTO patents with 853,638 reactions. Task: Predict the reaction yield, written as a fraction of the theoretical maximum amount of product (1.0 means a 100% yield; for example, 0.34 means a 34% yield). (1) The reactants are [Cl:1][C:2]1[CH:3]=[C:4]([NH:12][C:13]([C:15]2[CH:24]=[CH:23][C:18]([C:19]([O:21]C)=[O:20])=[CH:17][N:16]=2)=[O:14])[CH:5]=[C:6]([Cl:11])[C:7]=1[O:8][CH2:9][CH3:10]. The catalyst is CO. The product is [Cl:11][C:6]1[CH:5]=[C:4]([NH:12][C:13]([C:15]2[CH:24]=[CH:23][C:18]([C:19]([OH:21])=[O:20])=[CH:17][N:16]=2)=[O:14])[CH:3]=[C:2]([Cl:1])[C:7]=1[O:8][CH2:9][CH3:10]. The yield is 1.09. (2) The reactants are Br.[CH2:2]([NH:5][CH:6]1[CH2:15][C:14]2[C:9](=[CH:10][C:11]([OH:16])=[CH:12][CH:13]=2)[O:8][CH2:7]1)[CH2:3][CH3:4].C(N(CC)CC)C.[C:24]([O:28][C:29](O[C:29]([O:28][C:24]([CH3:27])([CH3:26])[CH3:25])=[O:30])=[O:30])([CH3:27])([CH3:26])[CH3:25]. The catalyst is ClCCl. The product is [C:24]([O:28][C:29](=[O:30])[N:5]([CH:6]1[CH2:15][C:14]2[C:9](=[CH:10][C:11]([OH:16])=[CH:12][CH:13]=2)[O:8][CH2:7]1)[CH2:2][CH2:3][CH3:4])([CH3:27])([CH3:26])[CH3:25]. The yield is 0.890. (3) The reactants are [Cl:1][C:2]1[N:3]=[C:4]([N:13]2[CH2:18][CH2:17][O:16][CH2:15][CH2:14]2)[C:5]2[S:10][C:9]([CH:11]=O)=[CH:8][C:6]=2[N:7]=1.C1COCC1.[CH3:24][NH2:25]. The catalyst is C1(C)C=CC=CC=1.O. The product is [Cl:1][C:2]1[N:3]=[C:4]([N:13]2[CH2:18][CH2:17][O:16][CH2:15][CH2:14]2)[C:5]2[S:10][C:9]([CH2:11][NH:25][CH3:24])=[CH:8][C:6]=2[N:7]=1. The yield is 0.530. (4) The reactants are C([O:4][CH2:5][C:6]1[C:7]([N:32]2[CH2:44][CH2:43][N:35]3[C:36]4[CH2:37][CH2:38][CH2:39][CH2:40][C:41]=4[CH:42]=[C:34]3[C:33]2=[O:45])=[N:8][CH:9]=[CH:10][C:11]=1[C:12]1[CH:17]=[C:16]([NH:18][C:19]2[CH:29]=[C:22]3[CH2:23][N:24]([CH2:27][CH3:28])[CH2:25][CH2:26][N:21]3[N:20]=2)[C:15](=[O:30])[N:14]([CH3:31])[CH:13]=1)(=O)C.O.[OH-].[Li+]. The catalyst is CC(O)C.O1CCCC1. The product is [CH2:27]([N:24]1[CH2:25][CH2:26][N:21]2[N:20]=[C:19]([NH:18][C:16]3[C:15](=[O:30])[N:14]([CH3:31])[CH:13]=[C:12]([C:11]4[CH:10]=[CH:9][N:8]=[C:7]([N:32]5[CH2:44][CH2:43][N:35]6[C:36]7[CH2:37][CH2:38][CH2:39][CH2:40][C:41]=7[CH:42]=[C:34]6[C:33]5=[O:45])[C:6]=4[CH2:5][OH:4])[CH:17]=3)[CH:29]=[C:22]2[CH2:23]1)[CH3:28]. The yield is 0.280. (5) The reactants are [Br:1][C:2]1[CH:3]=[CH:4][C:5]2[CH:11]3[CH2:12][CH:9]([CH2:10]3)[N:8]3[C:13](I)=[C:14]([C:16]([O:18][CH3:19])=[O:17])[N:15]=[C:7]3[C:6]=2[CH:21]=1.[CH:22]1([C:25]([NH:27][NH2:28])=[O:26])[CH2:24][CH2:23]1.CC1(C)C2C(=C(P(C3C=CC=CC=3)C3C=CC=CC=3)C=CC=2)[O:50][C:32]2C(P(C3C=CC=CC=3)C3C=CC=CC=3)=CC=CC1=2. The catalyst is CN(C)C=O.C(N(CC)CC)C.C([O-])(=O)C.[Pd+2].C([O-])(=O)C. The product is [Br:1][C:2]1[CH:3]=[CH:4][C:5]2[CH:11]3[CH2:12][CH:9]([CH2:10]3)[N:8]3[C:13]([C:32]([NH:28][NH:27][C:25]([CH:22]4[CH2:24][CH2:23]4)=[O:26])=[O:50])=[C:14]([C:16]([O:18][CH3:19])=[O:17])[N:15]=[C:7]3[C:6]=2[CH:21]=1. The yield is 0.260. (6) The reactants are [P:1]([O-:35])([O-:34])([O:3][C:4]([C:26]1[CH:31]=[CH:30][C:29]([F:32])=[CH:28][C:27]=1[F:33])([CH:11]([C:13]1[S:14][CH:15]=[C:16]([C:18]2[CH:23]=[CH:22][C:21]([C:24]#[N:25])=[CH:20][CH:19]=2)[N:17]=1)[CH3:12])[CH2:5][N:6]1[CH:10]=[N:9][CH:8]=[N:7]1)=[O:2].Br[Si](C)(C)C.N1C=CC=CC=1.[OH-].[Na+]. The catalyst is C(Cl)Cl. The product is [P:1]([OH:35])([OH:34])([O:3][C:4]([C:26]1[CH:31]=[CH:30][C:29]([F:32])=[CH:28][C:27]=1[F:33])([CH:11]([C:13]1[S:14][CH:15]=[C:16]([C:18]2[CH:23]=[CH:22][C:21]([C:24]#[N:25])=[CH:20][CH:19]=2)[N:17]=1)[CH3:12])[CH2:5][N:6]1[CH:10]=[N:9][CH:8]=[N:7]1)=[O:2]. The yield is 0.350. (7) The reactants are [CH3:1][N:2]1[C:6]([C:7]2[N:8]=[C:9]([O:16][C@H:17]3[CH2:21][NH:20][C@H:19]([C:22]([NH:24][C@:25]4([C:30]([O:32][CH3:33])=[O:31])[CH2:27][C@H:26]4[CH:28]=[CH2:29])=[O:23])[CH2:18]3)[C:10]3[S:15][CH:14]=[CH:13][C:11]=3[N:12]=2)=[CH:5][C:4]([CH3:34])=[N:3]1.[C:35]([O:39][C:40]([NH:42][C@@H:43]([CH2:47][CH2:48][CH2:49][CH2:50][CH2:51][CH:52]=[CH2:53])[C:44](O)=[O:45])=[O:41])([CH3:38])([CH3:37])[CH3:36].CN(C(ON1N=NC2C=CC=NC1=2)=[N+](C)C)C.F[P-](F)(F)(F)(F)F.C(=O)(O)[O-].[Na+]. The catalyst is CC(N(C)C)=O.C(N(CC)CC)C. The product is [CH3:33][O:32][C:30]([C:25]1([NH:24][C:22]([CH:19]2[CH2:18][CH:17]([O:16][C:9]3[C:10]4[S:15][CH:14]=[CH:13][C:11]=4[N:12]=[C:7]([C:6]4[N:2]([CH3:1])[N:3]=[C:4]([CH3:34])[CH:5]=4)[N:8]=3)[CH2:21][N:20]2[C:44](=[O:45])[CH:43]([NH:42][C:40]([O:39][C:35]([CH3:38])([CH3:37])[CH3:36])=[O:41])[CH2:47][CH2:48][CH2:49][CH2:50][CH2:51][CH:52]=[CH2:53])=[O:23])[CH2:27][CH:26]1[CH:28]=[CH2:29])=[O:31]. The yield is 0.640. (8) The reactants are [NH:1]1[CH2:6][CH2:5][NH:4][CH2:3][CH2:2]1.Cl[C:8]1[C:17]([O:18][CH2:19][CH2:20][O:21][C:22]2[CH:27]=[CH:26][CH:25]=[CH:24][C:23]=2[Cl:28])=[N:16][C:15]2[C:10](=[CH:11][CH:12]=[CH:13][CH:14]=2)[N:9]=1. No catalyst specified. The product is [Cl:28][C:23]1[CH:24]=[CH:25][CH:26]=[CH:27][C:22]=1[O:21][CH2:20][CH2:19][O:18][C:17]1[C:8]([N:1]2[CH2:6][CH2:5][NH:4][CH2:3][CH2:2]2)=[N:9][C:10]2[C:15](=[CH:14][CH:13]=[CH:12][CH:11]=2)[N:16]=1. The yield is 0.220. (9) The reactants are Br[C:2]1[CH:7]=[CH:6][C:5]([C:8]([CH3:13])([CH3:12])[C:9]([OH:11])=[O:10])=[CH:4][CH:3]=1.C([Li])CCC.CCCCCC.[B:25](OC(C)C)([O:30]C(C)C)[O:26]C(C)C. The catalyst is C1COCC1. The product is [B:25]([C:2]1[CH:7]=[CH:6][C:5]([C:8]([CH3:13])([CH3:12])[C:9]([OH:11])=[O:10])=[CH:4][CH:3]=1)([OH:30])[OH:26]. The yield is 0.990. (10) The reactants are [CH2:1]([OH:21])[CH2:2][CH:3]([CH2:5][CH2:6][CH2:7][CH:8]([CH2:10][CH2:11][CH2:12][CH:13]([CH2:15][CH2:16][CH2:17][CH:18]([CH3:20])[CH3:19])[CH3:14])[CH3:9])[CH3:4].C(N(CC)CC)C.[CH3:29][S:30](Cl)(=[O:32])=[O:31]. The catalyst is ClCCl. The product is [S:30]([O:21][CH2:1][CH2:2][CH:3]([CH2:5][CH2:6][CH2:7][CH:8]([CH2:10][CH2:11][CH2:12][CH:13]([CH2:15][CH2:16][CH2:17][CH:18]([CH3:20])[CH3:19])[CH3:14])[CH3:9])[CH3:4])(=[O:32])(=[O:31])[CH3:29]. The yield is 1.00.